This data is from Reaction yield outcomes from USPTO patents with 853,638 reactions. The task is: Predict the reaction yield, written as a fraction of the theoretical maximum amount of product (1.0 means a 100% yield; for example, 0.34 means a 34% yield). (1) The reactants are F[C:2]1[C:7]([C:8]([F:11])([F:10])[F:9])=[CH:6][CH:5]=[CH:4][C:3]=1[C:12]([C:14]1[CH:19]=[CH:18][CH:17]=[CH:16][CH:15]=1)=[O:13].O.[OH-].[NH4+:22]. No catalyst specified. The product is [NH2:22][C:2]1[C:7]([C:8]([F:11])([F:10])[F:9])=[CH:6][CH:5]=[CH:4][C:3]=1[C:12]([C:14]1[CH:19]=[CH:18][CH:17]=[CH:16][CH:15]=1)=[O:13]. The yield is 0.900. (2) The product is [C:20]([NH:24][S:7]([C:1]1[CH:6]=[CH:5][CH:4]=[CH:3][CH:2]=1)(=[O:9])=[O:8])([CH3:23])([CH3:22])[CH3:21]. No catalyst specified. The yield is 0.850. The reactants are [C:1]1([S:7](Cl)(=[O:9])=[O:8])[CH:6]=[CH:5][CH:4]=[CH:3][CH:2]=1.C(=O)([O-])[O-].[K+].[K+].C(#N)C.[C:20]([NH2:24])([CH3:23])([CH3:22])[CH3:21]. (3) The reactants are [CH2:1]([C:3]1[S:4][CH:5]=[C:6](/[CH:8]=[CH:9]/[C:10]2[C:11]([O:22]COC)=[N:12][N:13]([C:15]3[CH:20]=[CH:19][CH:18]=[CH:17][C:16]=3[CH3:21])[CH:14]=2)[N:7]=1)[CH3:2].Cl. The catalyst is CO. The product is [CH2:1]([C:3]1[S:4][CH:5]=[C:6](/[CH:8]=[CH:9]/[C:10]2[C:11]([OH:22])=[N:12][N:13]([C:15]3[CH:20]=[CH:19][CH:18]=[CH:17][C:16]=3[CH3:21])[CH:14]=2)[N:7]=1)[CH3:2]. The yield is 0.860. (4) The reactants are Cl[C:2]1[C:7]([CH:8]=[O:9])=[C:6]([N:10]2[CH2:22][CH2:21][C:20]3[N:19]4[C:14]([CH2:15][CH2:16][CH2:17][CH2:18]4)=[CH:13][C:12]=3[C:11]2=[O:23])[N:5]=[CH:4][CH:3]=1.[CH3:24][N:25]1[CH:30]=[C:29](B2OC(C)(C)C(C)(C)O2)[CH:28]=[C:27]([NH:40][C:41]2[CH:46]=[CH:45][C:44]([N:47]3[CH2:52][CH2:51][N:50]([CH:53]4[CH2:56][O:55][CH2:54]4)[CH2:49][C@@H:48]3[CH3:57])=[CH:43][N:42]=2)[C:26]1=[O:58].[O-]P([O-])([O-])=O.[K+].[K+].[K+].C([O-])(=O)C.[Na+]. The catalyst is C1C=CC(P(C2C=CC=CC=2)[C-]2C=CC=C2)=CC=1.C1C=CC(P(C2C=CC=CC=2)[C-]2C=CC=C2)=CC=1.Cl[Pd]Cl.[Fe+2].O.C(#N)C. The product is [CH3:24][N:25]1[C:26](=[O:58])[C:27]([NH:40][C:41]2[CH:46]=[CH:45][C:44]([N:47]3[CH2:52][CH2:51][N:50]([CH:53]4[CH2:54][O:55][CH2:56]4)[CH2:49][C@@H:48]3[CH3:57])=[CH:43][N:42]=2)=[CH:28][C:29]([C:2]2[C:7]([CH:8]=[O:9])=[C:6]([N:10]3[CH2:22][CH2:21][C:20]4[N:19]5[C:14]([CH2:15][CH2:16][CH2:17][CH2:18]5)=[CH:13][C:12]=4[C:11]3=[O:23])[N:5]=[CH:4][CH:3]=2)=[CH:30]1. The yield is 0.500. (5) The reactants are [Cl:1][C:2]1[CH:3]=[CH:4][C:5]2[CH2:11][S:10](=[O:13])(=[O:12])[NH:9][N:8]=[C:7]([C:14]3[CH:19]=[CH:18][C:17]([F:20])=[CH:16][CH:15]=3)[C:6]=2[CH:21]=1.Br[CH2:23][C:24]#[CH:25]. No catalyst specified. The product is [Cl:1][C:2]1[CH:3]=[CH:4][C:5]2[CH2:11][S:10](=[O:12])(=[O:13])[N:9]([C:23]#[C:24][CH3:25])[N:8]=[C:7]([C:14]3[CH:19]=[CH:18][C:17]([F:20])=[CH:16][CH:15]=3)[C:6]=2[CH:21]=1. The yield is 0.910. (6) The reactants are [CH3:1][C:2]1[O:3][C:4]2[CH:10]=[CH:9][C:8]([C:11]3[CH:12]=[N:13][C:14]([O:17][C@@H:18]4[CH:23]5[CH2:24][CH2:25][N:20]([CH2:21][CH2:22]5)[CH2:19]4)=[N:15][CH:16]=3)=[CH:7][C:5]=2[N:6]=1.[ClH:26]. The catalyst is CCOC(C)=O. The product is [ClH:26].[CH3:1][C:2]1[O:3][C:4]2[CH:10]=[CH:9][C:8]([C:11]3[CH:12]=[N:13][C:14]([O:17][C@@H:18]4[CH:23]5[CH2:22][CH2:21][N:20]([CH2:25][CH2:24]5)[CH2:19]4)=[N:15][CH:16]=3)=[CH:7][C:5]=2[N:6]=1. The yield is 0.920.